Dataset: Forward reaction prediction with 1.9M reactions from USPTO patents (1976-2016). Task: Predict the product of the given reaction. (1) Given the reactants [C:1]([O:5][C:6]([N:8]1[CH2:12][CH2:11][C:10](=[O:13])[CH2:9]1)=[O:7])([CH3:4])([CH3:3])[CH3:2].[C:14]([Mg]Br)#[CH:15], predict the reaction product. The product is: [C:1]([O:5][C:6]([N:8]1[CH2:12][CH2:11][C:10]([C:14]#[CH:15])([OH:13])[CH2:9]1)=[O:7])([CH3:4])([CH3:2])[CH3:3]. (2) Given the reactants [NH2:1][CH2:2][CH2:3][CH2:4][S:5][C:6]1[C:14]2[C:13](=[O:15])[N:12]([CH3:16])[C:11](=[O:17])[N:10]([CH2:18][CH:19]([CH3:21])[CH3:20])[C:9]=2[S:8][C:7]=1[CH2:22][C:23]1[C:32]2[C:27](=[CH:28][CH:29]=[CH:30][CH:31]=2)[CH:26]=[CH:25][CH:24]=1.[CH3:33][O:34][CH2:35][C:36](Cl)=[O:37], predict the reaction product. The product is: [CH3:16][N:12]1[C:13](=[O:15])[C:14]2[C:6]([S:5][CH2:4][CH2:3][CH2:2][NH:1][C:36](=[O:37])[CH2:35][O:34][CH3:33])=[C:7]([CH2:22][C:23]3[C:32]4[C:27](=[CH:28][CH:29]=[CH:30][CH:31]=4)[CH:26]=[CH:25][CH:24]=3)[S:8][C:9]=2[N:10]([CH2:18][CH:19]([CH3:20])[CH3:21])[C:11]1=[O:17]. (3) Given the reactants [Cl:1][C:2]1[CH:3]=[C:4]([CH2:27][OH:28])[CH:5]=[N:6][C:7]=1[C:8]1[CH:13]=[CH:12][C:11]([C:14]2[NH:18][C:17]3[CH:19]=[C:20]([C:23]([F:26])([F:25])[F:24])[CH:21]=[CH:22][C:16]=3[N:15]=2)=[CH:10][CH:9]=1.[Mn]([O-])(=O)(=O)=[O:30].[K+], predict the reaction product. The product is: [Cl:1][C:2]1[C:7]([C:8]2[CH:13]=[CH:12][C:11]([C:14]3[NH:18][C:17]4[CH:19]=[C:20]([C:23]([F:25])([F:26])[F:24])[CH:21]=[CH:22][C:16]=4[N:15]=3)=[CH:10][CH:9]=2)=[N:6][CH:5]=[C:4]([CH:3]=1)[C:27]([OH:30])=[O:28]. (4) Given the reactants [Cl:1][C:2]1[CH:7]=[CH:6][C:5]([NH:8][CH:9]2[CH2:12][NH:11][CH2:10]2)=[C:4]([N+:13]([O-:15])=[O:14])[CH:3]=1.[CH3:16][S:17](Cl)(=[O:19])=[O:18].C(N(CC)CC)C, predict the reaction product. The product is: [Cl:1][C:2]1[CH:7]=[CH:6][C:5]([NH:8][CH:9]2[CH2:12][N:11]([S:17]([CH3:16])(=[O:19])=[O:18])[CH2:10]2)=[C:4]([N+:13]([O-:15])=[O:14])[CH:3]=1. (5) The product is: [ClH:3].[CH3:14][O:12][C:11]([C@@H:9]1[CH2:10][CH2:5][CH2:6][CH2:7][NH:8]1)=[O:13]. Given the reactants S(Cl)([Cl:3])=O.[CH2:5]1[CH2:10][C@@H:9]([C:11]([OH:13])=[O:12])[NH:8][CH2:7][CH2:6]1.[CH3:14]O, predict the reaction product. (6) Given the reactants [CH3:1][N:2](C1C=CC=CN=1)C.[CH2:10]1[C:19]2[C:14](=[CH:15][CH:16]=[CH:17][CH:18]=2)[CH2:13][CH2:12][N:11]1[C:20]1[N:21]=[C:22](NC)[CH:23]=[C:24]2[C:28]([CH3:29])=[C:27]([CH3:30])[NH:26][C:25]=12.[C:33](O[C:33]([O:35][C:36]([CH3:39])([CH3:38])[CH3:37])=[O:34])([O:35][C:36]([CH3:39])([CH3:38])[CH3:37])=[O:34], predict the reaction product. The product is: [C:36]([O:35][C:33](=[O:34])[NH:2][CH2:1][C:22]1[CH:23]=[C:24]2[C:28]([CH3:29])=[C:27]([CH3:30])[NH:26][C:25]2=[C:20]([N:11]2[CH2:10][CH2:19][C:18]3[C:13](=[CH:14][CH:15]=[CH:16][CH:17]=3)[CH2:12]2)[N:21]=1)([CH3:39])([CH3:38])[CH3:37]. (7) The product is: [F:53][C:46]1[CH:45]=[C:44]([F:54])[C:43]([Cl:42])=[CH:48][C:47]=1[S:49]([O:1][C:2]1[CH:10]=[CH:9][C:8]([C:11]2[N:12]([C:27]([O:29][C:30]([CH3:31])([CH3:33])[CH3:32])=[O:28])[C:13]3[C:18]([CH:19]=2)=[CH:17][C:16]([CH2:20][N:21]2[CH2:26][CH2:25][CH2:24][CH2:23][CH2:22]2)=[CH:15][CH:14]=3)=[C:7]2[C:3]=1[CH2:4][NH:5][C:6]2=[O:34])(=[O:51])=[O:50]. Given the reactants [OH:1][C:2]1[CH:10]=[CH:9][C:8]([C:11]2[N:12]([C:27]([O:29][C:30]([CH3:33])([CH3:32])[CH3:31])=[O:28])[C:13]3[C:18]([CH:19]=2)=[CH:17][C:16]([CH2:20][N:21]2[CH2:26][CH2:25][CH2:24][CH2:23][CH2:22]2)=[CH:15][CH:14]=3)=[C:7]2[C:3]=1[CH2:4][NH:5][C:6]2=[O:34].C(N(CC)CC)C.[Cl:42][C:43]1[C:44]([F:54])=[CH:45][C:46]([F:53])=[C:47]([S:49](Cl)(=[O:51])=[O:50])[CH:48]=1, predict the reaction product. (8) Given the reactants [C:1]([N:4]1[C:12]2[C:7](=[CH:8][C:9](C#N)=[CH:10][CH:11]=2)[CH2:6][CH2:5]1)(=[O:3])[CH3:2].[NH2:15][C:16]1C=C2C(=CC=1)N(C(=O)C)CC2, predict the reaction product. The product is: [C:1]([N:4]1[C:12]2[C:7](=[CH:8][CH:9]=[C:10]([C:16]#[N:15])[CH:11]=2)[CH2:6][CH2:5]1)(=[O:3])[CH3:2].